Dataset: Full USPTO retrosynthesis dataset with 1.9M reactions from patents (1976-2016). Task: Predict the reactants needed to synthesize the given product. (1) The reactants are: FC1C=CC(NC(=O)NC2C=CC(C3C=C4C(CN([C@@H](C(C)C)C(O)=O)C4=O)=CC=3)=CC=2)=CC=1.[F:35][C:36]1[CH:41]=[CH:40][CH:39]=[C:38]([F:42])[C:37]=1[NH:43][C:44](=[O:70])[NH:45][C:46]1[CH:51]=[CH:50][C:49]([C:52]2[CH:60]=[C:59]3[C:55]([CH2:56][N:57]([C@@H:62]([CH:67]([CH3:69])[CH3:68])[C:63]([O:65]C)=[O:64])[C:58]3=[O:61])=[CH:54][CH:53]=2)=[CH:48][CH:47]=1. Given the product [F:35][C:36]1[CH:41]=[CH:40][CH:39]=[C:38]([F:42])[C:37]=1[NH:43][C:44](=[O:70])[NH:45][C:46]1[CH:51]=[CH:50][C:49]([C:52]2[CH:60]=[C:59]3[C:55]([CH2:56][N:57]([C@@H:62]([CH:67]([CH3:68])[CH3:69])[C:63]([OH:65])=[O:64])[C:58]3=[O:61])=[CH:54][CH:53]=2)=[CH:48][CH:47]=1, predict the reactants needed to synthesize it. (2) Given the product [C:19]([O:23][C:24]([N:26]1[CH2:31][CH2:30][N:29]([CH2:32][C:7]2[CH:8]=[C:9]([O:11][C:12]([F:15])([F:14])[F:13])[CH:10]=[C:5]([C:4]([O:3][CH2:1][CH3:2])=[O:18])[C:6]=2[NH2:17])[CH2:28][CH2:27]1)=[O:25])([CH3:22])([CH3:21])[CH3:20], predict the reactants needed to synthesize it. The reactants are: [CH2:1]([O:3][C:4](=[O:18])[C:5]1[CH:10]=[C:9]([O:11][C:12]([F:15])([F:14])[F:13])[CH:8]=[C:7](Br)[C:6]=1[NH2:17])[CH3:2].[C:19]([O:23][C:24]([N:26]1[CH2:31][CH2:30][N:29]([CH2:32]C2C=C(N)C(C(OCC)=O)=CC=2C(F)(F)F)[CH2:28][CH2:27]1)=[O:25])([CH3:22])([CH3:21])[CH3:20]. (3) Given the product [CH2:1]([C:5]1[N:6]=[C:7]([NH:15][CH2:16][C:17]2[CH:22]=[CH:21][C:20]([O:23][CH3:24])=[CH:19][C:18]=2[O:25][CH3:26])[C:8]2[NH:13][N:12]=[C:11]([C:33]#[C:32][CH2:31][CH2:30][CH2:29][CH2:28][Cl:27])[C:9]=2[N:10]=1)[CH2:2][CH2:3][CH3:4], predict the reactants needed to synthesize it. The reactants are: [CH2:1]([C:5]1[N:6]=[C:7]([NH:15][CH2:16][C:17]2[CH:22]=[CH:21][C:20]([O:23][CH3:24])=[CH:19][C:18]=2[O:25][CH3:26])[C:8]2[NH:13][N:12]=[C:11](I)[C:9]=2[N:10]=1)[CH2:2][CH2:3][CH3:4].[Cl:27][CH2:28][CH2:29][CH2:30][CH2:31][C:32]#[CH:33].C(N(CC)CC)C. (4) Given the product [CH3:16][N:14]1[CH2:13][CH2:12][C@@H:8]2[N:9]([CH3:11])[C:10]3[C:2]([S:29][C:26]4[CH:27]=[CH:28][C:23]([CH3:18])=[CH:24][CH:25]=4)=[CH:3][CH:4]=[CH:5][C:6]=3[C@@H:7]2[CH2:15]1, predict the reactants needed to synthesize it. The reactants are: I[C:2]1[C:10]2[N:9]([CH3:11])[C@H:8]3[CH2:12][CH2:13][N:14]([CH3:16])[CH2:15][C@H:7]3[C:6]=2[CH:5]=[CH:4][CH:3]=1.C1(C)C=CC=C[C:18]=1[C:23]1[CH:28]=[CH:27][C:26]([SH:29])=[CH:25][CH:24]=1.[H-].[Na+]. (5) Given the product [F:1][C:2]1([F:19])[CH2:3][CH2:4][C:5]([OH:18])([C:8]([OH:10])=[O:9])[CH2:6][CH2:7]1, predict the reactants needed to synthesize it. The reactants are: [F:1][C:2]1([F:19])[CH2:7][CH2:6][C:5]([OH:18])([C:8]([O:10]CC2C=CC=CC=2)=[O:9])[CH2:4][CH2:3]1.[H][H].